Dataset: Reaction yield outcomes from USPTO patents with 853,638 reactions. Task: Predict the reaction yield, written as a fraction of the theoretical maximum amount of product (1.0 means a 100% yield; for example, 0.34 means a 34% yield). (1) The reactants are [CH3:1][O:2][CH2:3][O:4][C:5]1[CH:12]=[C:11]([O:13]C2CCCCO2)[CH:10]=[C:9]([CH3:20])[C:6]=1[CH:7]=[O:8].CC1C=CC(S([O-])(=O)=O)=CC=1.C1C=C[NH+]=CC=1. The catalyst is CO. The product is [OH:13][C:11]1[CH:10]=[C:9]([CH3:20])[C:6]([CH:7]=[O:8])=[C:5]([O:4][CH2:3][O:2][CH3:1])[CH:12]=1. The yield is 0.790. (2) The reactants are [Br:1][C:2]1[CH:3]=[C:4]([C:31]([NH:33][CH2:34][CH2:35][CH2:36][CH2:37][CH2:38][CH2:39][CH2:40][CH2:41][C:42]2C=C[CH:45]=[CH:44][CH:43]=2)=[O:32])[CH:5]=[C:6]([C:21]2[CH:26]=[CH:25][CH:24]=[C:23]([C:27]([F:30])([F:29])[F:28])[CH:22]=2)[C:7]=1[O:8][CH2:9][CH2:10][NH:11][C:12]([NH:14]C(=O)C(Cl)(Cl)Cl)=[O:13].[OH-].[Na+]. The catalyst is C(Cl)Cl.CO. The product is [CH2:34]([NH:33][C:31]([C:4]1[CH:5]=[C:6]([C:21]2[CH:26]=[CH:25][CH:24]=[C:23]([C:27]([F:30])([F:28])[F:29])[CH:22]=2)[C:7]([O:8][CH2:9][CH2:10][NH:11][C:12]([NH2:14])=[O:13])=[C:2]([Br:1])[CH:3]=1)=[O:32])[CH2:35][CH2:36][CH2:37][CH2:38][CH2:39][CH2:40][CH2:41][CH2:42][CH2:43][CH2:44][CH3:45]. The yield is 0.920. (3) The reactants are [Br:1][C:2]1[CH:3]=[C:4]([C:17]([NH:20][C:21]2[CH:26]=[CH:25][C:24]([I:27])=[CH:23][C:22]=2[F:28])=[CH:18][N:19]=1)[C:5]([NH:7][O:8][CH2:9][C@H:10]1[CH2:14]OC(C)(C)[O:11]1)=[O:6].FC(F)(F)[C:31](O)=[O:32].CCOC(C)=O. The catalyst is ClCCl. The product is [Br:1][C:2]1[CH:3]=[C:4]([C:17]([NH:20][C:21]2[CH:26]=[CH:25][C:24]([I:27])=[CH:23][C:22]=2[F:28])=[CH:18][N:19]=1)[C:5]([NH:7][O:8][CH2:9][CH:10]([OH:11])[CH2:14][CH2:31][OH:32])=[O:6]. The yield is 0.560. (4) The reactants are Cl.[Cl:2][C:3]1[C:12]2[C:7](=[CH:8][C:9]([O:27][CH3:28])=[C:10]([O:13][C@@H:14]3[CH2:19][CH2:18][CH2:17][N:16](C(OC(C)(C)C)=O)[CH2:15]3)[CH:11]=2)[N:6]=[CH:5][N:4]=1.[Cl:29][C:30]1[C:31]([F:37])=[C:32]([CH:34]=[CH:35][CH:36]=1)[NH2:33]. The catalyst is C(#N)C. The product is [ClH:2].[Cl:29][C:30]1[C:31]([F:37])=[C:32]([CH:34]=[CH:35][CH:36]=1)[NH:33][C:3]1[C:12]2[C:7](=[CH:8][C:9]([O:27][CH3:28])=[C:10]([O:13][C@@H:14]3[CH2:19][CH2:18][CH2:17][NH:16][CH2:15]3)[CH:11]=2)[N:6]=[CH:5][N:4]=1. The yield is 0.920. (5) The reactants are [Cl:1][C:2]1[N:3]=[N:4][C:5]([Cl:8])=[CH:6][CH:7]=1.[CH3:9][CH:10](C)[C:11](O)=O.FC(F)(F)C(O)=O.S(OOS([O-])(=O)=O)([O-])(=O)=O.[NH4+].[NH4+].C([O-])(O)=O.[Na+]. The catalyst is O.[N+]([O-])([O-])=O.[Ag+]. The yield is 0.813. The product is [Cl:1][C:2]1[N:3]=[N:4][C:5]([Cl:8])=[CH:6][C:7]=1[CH:10]([CH3:11])[CH3:9]. (6) The reactants are [Cl:1][C:2]1[S:6][C:5](C(N=[N+]=[N-])=O)=[CH:4][C:3]=1[N+:12]([O-:14])=[O:13].[CH3:15][N:16]1[CH2:21][CH2:20][CH:19]([NH2:22])[CH2:18][CH2:17]1.[N-:23]=[C:24]=[O:25]. The catalyst is C1(C)C=CC=CC=1.C(OCC)(=O)C. The product is [Cl:1][C:2]1[S:6][C:5]([NH:23][C:24]([NH:22][CH:19]2[CH2:20][CH2:21][N:16]([CH3:15])[CH2:17][CH2:18]2)=[O:25])=[CH:4][C:3]=1[N+:12]([O-:14])=[O:13]. The yield is 0.510. (7) The catalyst is CO. The product is [N:5]1[CH:6]=[CH:7][CH:8]=[CH:9][C:4]=1[CH:1]([OH:3])[CH3:2]. The reactants are [C:1]([C:4]1[CH:9]=[CH:8][CH:7]=[CH:6][N:5]=1)(=[O:3])[CH3:2].[BH4-].[Na+].[Cl-].[NH4+]. The yield is 0.561. (8) The reactants are [Cl:1][C:2]1[N:3]=[C:4](Cl)[C:5]2[CH2:10][O:9][CH:8]([C:11]3[CH:16]=[CH:15][C:14]([F:17])=[CH:13][CH:12]=3)[C:6]=2[N:7]=1.Cl.[CH3:20][NH2:21]. No catalyst specified. The product is [Cl:1][C:2]1[N:3]=[C:4]([NH:21][CH3:20])[C:5]2[CH2:10][O:9][CH:8]([C:11]3[CH:16]=[CH:15][C:14]([F:17])=[CH:13][CH:12]=3)[C:6]=2[N:7]=1. The yield is 0.608. (9) The reactants are [H-].[H-].[H-].[H-].[Li+].[Al+3].[CH2:7]([O:14][CH2:15][C:16]([NH:18][C:19]1[CH:24]=[CH:23][CH:22]=[C:21]([F:25])[CH:20]=1)=O)[C:8]1[CH:13]=[CH:12][CH:11]=[CH:10][CH:9]=1.C(Cl)Cl.[OH-].[Na+]. The catalyst is C(OCC)C. The product is [CH2:7]([O:14][CH2:15][CH2:16][NH:18][C:19]1[CH:24]=[CH:23][CH:22]=[C:21]([F:25])[CH:20]=1)[C:8]1[CH:9]=[CH:10][CH:11]=[CH:12][CH:13]=1. The yield is 0.840. (10) The reactants are [F:1][C:2]1[CH:7]=[CH:6][CH:5]=[C:4]([F:8])[C:3]=1[N:9]1[C:14]2[N:15]=[C:16]([NH:27][CH2:28][CH2:29][NH2:30])[N:17]=[C:18]([C:19]3[CH:24]=[CH:23][C:22]([F:25])=[CH:21][C:20]=3[CH3:26])[C:13]=2[CH:12]=[CH:11][C:10]1=[O:31].[CH:32]1([N:38]=[C:39]=[O:40])[CH2:37][CH2:36][CH2:35][CH2:34][CH2:33]1. No catalyst specified. The product is [F:1][C:2]1[CH:7]=[CH:6][CH:5]=[C:4]([F:8])[C:3]=1[N:9]1[C:14]2[N:15]=[C:16]([NH:27][CH2:28][CH2:29][NH:30][C:39]([NH:38][CH:32]3[CH2:37][CH2:36][CH2:35][CH2:34][CH2:33]3)=[O:40])[N:17]=[C:18]([C:19]3[CH:24]=[CH:23][C:22]([F:25])=[CH:21][C:20]=3[CH3:26])[C:13]=2[CH:12]=[CH:11][C:10]1=[O:31]. The yield is 0.780.